This data is from Full USPTO retrosynthesis dataset with 1.9M reactions from patents (1976-2016). The task is: Predict the reactants needed to synthesize the given product. (1) The reactants are: [F-].C([N+](CCCC)(CCCC)CCCC)CCC.O1CCCC1.I[C:25]1[CH:26]=[C:27]([F:31])[CH:28]=[CH:29][CH:30]=1.[CH2:32]([O:34][C:35](=[O:48])[C:36]1[CH:41]=[C:40]([C:42]#[C:43][Si](C)(C)C)[CH:39]=[N:38][CH:37]=1)[CH3:33].[Cl-].[NH4+]. Given the product [CH2:32]([O:34][C:35](=[O:48])[C:36]1[CH:41]=[C:40]([C:42]#[C:43][C:25]2[CH:30]=[CH:29][CH:28]=[C:27]([F:31])[CH:26]=2)[CH:39]=[N:38][CH:37]=1)[CH3:33], predict the reactants needed to synthesize it. (2) The reactants are: [Cl:1][C:2]1[CH:10]=[C:9]2[C:5]([CH2:6][CH2:7][C:8]2([CH3:12])[CH3:11])=[CH:4][CH:3]=1.S([O-])([O-])(=O)=[O:14].[Mg+2].[Mn]([O-])(=O)(=O)=O.[K+].C(O)(C)C. Given the product [Cl:1][C:2]1[CH:10]=[C:9]2[C:5](=[CH:4][CH:3]=1)[C:6](=[O:14])[CH2:7][C:8]2([CH3:12])[CH3:11], predict the reactants needed to synthesize it. (3) Given the product [CH:1]1([N:5]2[CH2:11][CH2:10][C:9]3[CH:12]=[CH:13][C:14]([O:16][C:17]4[N:18]=[CH:19][C:20]([N:24]5[CH2:28][CH2:27][NH:26][C:25]5=[O:29])=[CH:21][CH:22]=4)=[CH:15][C:8]=3[CH2:7][CH2:6]2)[CH2:4][CH2:3][CH2:2]1, predict the reactants needed to synthesize it. The reactants are: [CH:1]1([N:5]2[CH2:11][CH2:10][C:9]3[CH:12]=[CH:13][C:14]([O:16][C:17]4[CH:22]=[CH:21][C:20](I)=[CH:19][N:18]=4)=[CH:15][C:8]=3[CH2:7][CH2:6]2)[CH2:4][CH2:3][CH2:2]1.[NH:24]1[CH2:28][CH2:27][NH:26][C:25]1=[O:29]. (4) Given the product [F:9][C:10]1[CH:17]=[CH:16][CH:15]=[C:14]([O:18][CH3:19])[C:11]=1[CH:12]=[N:1][C:2]1[CH:7]=[CH:6][CH:5]=[CH:4][C:3]=1[OH:8], predict the reactants needed to synthesize it. The reactants are: [NH2:1][C:2]1[CH:7]=[CH:6][CH:5]=[CH:4][C:3]=1[OH:8].[F:9][C:10]1[CH:17]=[CH:16][CH:15]=[C:14]([O:18][CH3:19])[C:11]=1[CH:12]=O. (5) Given the product [C:35]([C:37]1[CH:42]=[CH:41][C:40]([C:30]2[C:4]([O:3][CH2:1][CH3:2])=[CH:5][C:6]([CH2:7][N:8]3[CH2:9][C:10]4([CH2:15][C:14]([N:16]5[CH2:17][CH2:18][C:19]([CH3:27])([C:22]([OH:24])=[O:23])[CH2:20][CH2:21]5)=[N:13][O:12]4)[CH2:11]3)=[CH:28][C:29]=2[O:32][CH2:33][CH3:34])=[CH:39][CH:38]=1)#[N:36], predict the reactants needed to synthesize it. The reactants are: [CH2:1]([O:3][C:4]1[CH:5]=[C:6]([CH:28]=[C:29]([O:32][CH2:33][CH3:34])[C:30]=1I)[CH2:7][N:8]1[CH2:11][C:10]2([CH2:15][C:14]([N:16]3[CH2:21][CH2:20][C:19]([CH3:27])([C:22]([O:24]CC)=[O:23])[CH2:18][CH2:17]3)=[N:13][O:12]2)[CH2:9]1)[CH3:2].[C:35]([C:37]1[CH:42]=[CH:41][C:40](B(O)O)=[CH:39][CH:38]=1)#[N:36]. (6) Given the product [C:21]([C:20]1[CH:23]=[C:16]([C:14]2[S:15][C:11]([C:4]3[C:3]([CH2:1][CH3:2])=[C:8]([CH2:9][N:28]4[CH2:32][CH2:31][CH:30]([C:33]([OH:35])=[O:34])[CH2:29]4)[CH:7]=[CH:6][CH:5]=3)=[N:12][N:13]=2)[CH:17]=[CH:18][C:19]=1[CH2:24][CH:25]([CH3:27])[CH3:26])#[N:22], predict the reactants needed to synthesize it. The reactants are: [CH2:1]([C:3]1[C:8]([CH:9]=O)=[CH:7][CH:6]=[CH:5][C:4]=1[C:11]1[S:15][C:14]([C:16]2[CH:17]=[CH:18][C:19]([CH2:24][CH:25]([CH3:27])[CH3:26])=[C:20]([CH:23]=2)[C:21]#[N:22])=[N:13][N:12]=1)[CH3:2].[NH:28]1[CH2:32][CH2:31][CH:30]([C:33]([OH:35])=[O:34])[CH2:29]1.CC(O)=O.C(O[BH-](OC(=O)C)OC(=O)C)(=O)C.[Na+]. (7) Given the product [F:14][C:15]1[CH:20]=[CH:19][C:18]([C:21](=[O:29])[CH2:22][N:23]2[CH2:24][CH2:25][N:26]([C:9]([C:7]3[NH:6][N:5]=[C:4]([CH:1]([CH3:2])[CH3:3])[CH:8]=3)=[O:11])[CH2:27][CH2:28]2)=[CH:17][CH:16]=1, predict the reactants needed to synthesize it. The reactants are: [CH:1]([C:4]1[CH:8]=[C:7]([C:9]([OH:11])=O)[NH:6][N:5]=1)([CH3:3])[CH3:2].Cl.Cl.[F:14][C:15]1[CH:20]=[CH:19][C:18]([C:21](=[O:29])[CH2:22][N:23]2[CH2:28][CH2:27][NH:26][CH2:25][CH2:24]2)=[CH:17][CH:16]=1. (8) Given the product [CH2:1]([O:8][C:9]([N:11]1[CH2:16][CH2:15][N:14]([C:26]([S:27][CH3:28])=[N:25][C:22]2[CH:21]=[CH:20][C:19]([O:18][CH3:17])=[CH:24][CH:23]=2)[CH2:13][CH2:12]1)=[O:10])[C:2]1[CH:7]=[CH:6][CH:5]=[CH:4][CH:3]=1, predict the reactants needed to synthesize it. The reactants are: [CH2:1]([O:8][C:9]([N:11]1[CH2:16][CH2:15][NH:14][CH2:13][CH2:12]1)=[O:10])[C:2]1[CH:7]=[CH:6][CH:5]=[CH:4][CH:3]=1.[CH3:17][O:18][C:19]1[CH:24]=[CH:23][C:22]([N:25]=[C:26]=[S:27])=[CH:21][CH:20]=1.[CH3:28]C(C)=O.